This data is from Catalyst prediction with 721,799 reactions and 888 catalyst types from USPTO. The task is: Predict which catalyst facilitates the given reaction. (1) Reactant: [CH3:1][O:2][CH2:3][C:4]([OH:6])=O.[CH3:7][C:8]1[N:9]=[N:10][N:11]([CH2:13][C:14]2[CH:19]=[C:18]([C:20]([F:23])([F:22])[F:21])[CH:17]=[CH:16][C:15]=2/[CH:24]=[CH:25]/[C:26]([N:28]2[CH2:33][CH2:32][CH:31]([NH:34][CH3:35])[CH2:30][CH2:29]2)=[O:27])[N:12]=1.C(N(CC)CC)C.C(P1(=O)OP(CCC)(=O)OP(CCC)(=O)O1)CC. Product: [CH3:1][O:2][CH2:3][C:4]([N:34]([CH3:35])[CH:31]1[CH2:32][CH2:33][N:28]([C:26](=[O:27])/[CH:25]=[CH:24]/[C:15]2[CH:16]=[CH:17][C:18]([C:20]([F:21])([F:22])[F:23])=[CH:19][C:14]=2[CH2:13][N:11]2[N:10]=[N:9][C:8]([CH3:7])=[N:12]2)[CH2:29][CH2:30]1)=[O:6]. The catalyst class is: 59. (2) Reactant: [CH3:1][O:2][C:3]1[CH:4]=[C:5]2[C:21](=[CH:22][CH:23]=1)[C:8]1([CH2:13][CH2:12][N:11]([C:14]([O:16][C:17]([CH3:20])([CH3:19])[CH3:18])=[O:15])[CH2:10][CH2:9]1)[CH:7]=[CH:6]2. Product: [CH3:1][O:2][C:3]1[CH:4]=[C:5]2[C:21](=[CH:22][CH:23]=1)[C:8]1([CH2:9][CH2:10][N:11]([C:14]([O:16][C:17]([CH3:20])([CH3:18])[CH3:19])=[O:15])[CH2:12][CH2:13]1)[CH2:7][CH2:6]2. The catalyst class is: 63.